From a dataset of Forward reaction prediction with 1.9M reactions from USPTO patents (1976-2016). Predict the product of the given reaction. (1) Given the reactants [OH:1][C:2]1([C:15]([O:17][CH3:18])=[O:16])[CH2:7][CH2:6][CH2:5][N:4]([C:8]([O:10][C:11]([CH3:14])([CH3:13])[CH3:12])=[O:9])[CH2:3]1.C1(C)C=CC(S(O)(=O)=O)=CC=1.[O:30]1[CH:35]=[CH:34][CH2:33][CH2:32][CH2:31]1, predict the reaction product. The product is: [O:30]1[CH2:35][CH2:34][CH2:33][CH2:32][CH:31]1[O:1][C:2]1([C:15]([O:17][CH3:18])=[O:16])[CH2:7][CH2:6][CH2:5][N:4]([C:8]([O:10][C:11]([CH3:14])([CH3:13])[CH3:12])=[O:9])[CH2:3]1. (2) Given the reactants C(OC([NH:8][C@H:9]([CH2:13][CH:14]([CH3:16])[CH3:15])[C:10]([OH:12])=O)=O)(C)(C)C.[F:17][C:18]1[CH:24]=[C:23]([C:25]2[O:29][CH:28]=[N:27][CH:26]=2)[C:22]([F:30])=[CH:21][C:19]=1[NH2:20], predict the reaction product. The product is: [NH2:8][C@H:9]([CH2:13][CH:14]([CH3:15])[CH3:16])[C:10]([NH:20][C:19]1[CH:21]=[C:22]([F:30])[C:23]([C:25]2[O:29][CH:28]=[N:27][CH:26]=2)=[CH:24][C:18]=1[F:17])=[O:12].